Dataset: Catalyst prediction with 721,799 reactions and 888 catalyst types from USPTO. Task: Predict which catalyst facilitates the given reaction. (1) Reactant: [Br:1][C:2]1[S:6][C:5]([C:7]2([CH2:33][C:34](O)=[O:35])[S:13](=[O:15])(=[O:14])[CH2:12][CH2:11][N:10]([C:16]([O:18][CH2:19][CH:20]3[C:32]4[CH:31]=[CH:30][CH:29]=[CH:28][C:27]=4[C:26]4[C:21]3=[CH:22][CH:23]=[CH:24][CH:25]=4)=[O:17])[CH2:9][CH2:8]2)=[CH:4][CH:3]=1.[O:37]1[CH2:42][CH2:41][CH2:40][CH2:39][CH:38]1[O:43][NH2:44].ON1C2C=CC=CC=2N=N1. Product: [O:37]1[CH2:42][CH2:41][CH2:40][CH2:39][CH:38]1[O:43][NH:44][C:34](=[O:35])[CH2:33][C:7]1([C:5]2[S:6][C:2]([Br:1])=[CH:3][CH:4]=2)[S:13](=[O:14])(=[O:15])[CH2:12][CH2:11][N:10]([C:16]([O:18][CH2:19][CH:20]2[C:21]3[CH:22]=[CH:23][CH:24]=[CH:25][C:26]=3[C:27]3[C:32]2=[CH:31][CH:30]=[CH:29][CH:28]=3)=[O:17])[CH2:9][CH2:8]1. The catalyst class is: 9. (2) Product: [CH3:21][NH:20][CH:17]1[CH2:16][CH2:15][N:14]([CH2:13][CH2:12][O:11][C:7]2[CH:6]=[C:5]([CH2:4][C:3]([O:2][CH3:1])=[O:29])[CH:10]=[CH:9][CH:8]=2)[CH2:19][CH2:18]1. Reactant: [CH3:1][O:2][C:3](=[O:29])[CH2:4][C:5]1[CH:10]=[CH:9][CH:8]=[C:7]([O:11][CH2:12][CH2:13][N:14]2[CH2:19][CH2:18][CH:17]([N:20](C(OC(C)(C)C)=O)[CH3:21])[CH2:16][CH2:15]2)[CH:6]=1.Cl.O1CCOCC1. The catalyst class is: 5.